From a dataset of Peptide-MHC class I binding affinity with 185,985 pairs from IEDB/IMGT. Regression. Given a peptide amino acid sequence and an MHC pseudo amino acid sequence, predict their binding affinity value. This is MHC class I binding data. (1) The MHC is HLA-A01:01 with pseudo-sequence HLA-A01:01. The binding affinity (normalized) is 0.0847. The peptide sequence is VLTGNLQTL. (2) The peptide sequence is RLPILLLLI. The MHC is Mamu-A01 with pseudo-sequence Mamu-A01. The binding affinity (normalized) is 0.686.